This data is from Catalyst prediction with 721,799 reactions and 888 catalyst types from USPTO. The task is: Predict which catalyst facilitates the given reaction. (1) Reactant: [Cl:1][C:2]1[CH:7]=[CH:6][CH:5]=[C:4]([F:8])[C:3]=1[C:9](=O)[CH2:10][C:11]1[CH:16]=[C:15]([C:17]2[N:21]([CH2:22][CH3:23])[N:20]=[C:19]([C:24]3[CH:29]=[N:28][CH:27]=[CH:26][N:25]=3)[N:18]=2)[CH:14]=[CH:13][C:12]=1[N+:30]([O-])=O. The catalyst class is: 180. Product: [Cl:1][C:2]1[CH:7]=[CH:6][CH:5]=[C:4]([F:8])[C:3]=1[C:9]1[NH:30][C:12]2[C:11]([CH:10]=1)=[CH:16][C:15]([C:17]1[N:21]([CH2:22][CH3:23])[N:20]=[C:19]([C:24]3[CH:29]=[N:28][CH:27]=[CH:26][N:25]=3)[N:18]=1)=[CH:14][CH:13]=2. (2) Reactant: [CH2:1]([NH2:4])[CH2:2][NH2:3].C([O-])([O-])=O.[K+].[K+].CCO[C:14]([CH:16](Br)[CH2:17][CH2:18][CH:19](Br)[C:20]([O:22][CH2:23][CH3:24])=[O:21])=[O:15]. Product: [O:15]=[C:14]1[NH:4][CH2:1][CH2:2][N:3]2[C@@H:19]([C:20]([O:22][CH2:23][CH3:24])=[O:21])[CH2:18][CH2:17][C@@H:16]12. The catalyst class is: 23. (3) Reactant: Cl[C:2]1[N:7]=[CH:6][N:5]=[C:4](Cl)[CH:3]=1.C1C=CC2C=C(N)C=CC=2C=1.CC[O:22]CC.C(=O)(O)[O-].[Na+].C(Cl)([Cl:32])=O.C(COC1C(N)=CC=CC=1)(C)(C)C. Product: [Cl:32][C:6]1[N:5]=[CH:4][CH:3]=[CH:2][N:7]=1.[NH2:5][C:6]([NH2:7])=[O:22]. The catalyst class is: 410. (4) Reactant: [F:1][C:2]1[CH:8]=[CH:7][C:6]([F:9])=[CH:5][C:3]=1[NH2:4].[C:10](Cl)(=[O:19])[CH:11]=[CH:12]C1C=CC=CC=1.Cl.[Cl-].[Al+3].[Cl-].[Cl-]. Product: [F:9][C:6]1[CH:7]=[CH:8][C:2]([F:1])=[C:3]2[C:5]=1[CH:12]=[CH:11][C:10](=[O:19])[NH:4]2. The catalyst class is: 272.